Dataset: Forward reaction prediction with 1.9M reactions from USPTO patents (1976-2016). Task: Predict the product of the given reaction. Given the reactants [C:1]([O:4][CH:5]1[CH:10]([CH3:11])[CH2:9][C:8]([C:12]2[CH:17]=[CH:16][N:15]=[CH:14][C:13]=2[N+:18]([O-])=O)=[CH:7][CH:6]1[NH:21][C:22]([O:24][C:25]([CH3:28])([CH3:27])[CH3:26])=[O:23])(=[O:3])[CH3:2], predict the reaction product. The product is: [C:1]([O:4][CH:5]1[CH:10]([CH3:11])[CH2:9][CH:8]([C:12]2[CH:17]=[CH:16][N:15]=[CH:14][C:13]=2[NH2:18])[CH2:7][CH:6]1[NH:21][C:22]([O:24][C:25]([CH3:26])([CH3:28])[CH3:27])=[O:23])(=[O:3])[CH3:2].